From a dataset of Forward reaction prediction with 1.9M reactions from USPTO patents (1976-2016). Predict the product of the given reaction. (1) Given the reactants [Cl:1][C:2]1[CH:7]=[CH:6][C:5]([CH:8]([O:12][C:13]2[CH:18]=[CH:17][CH:16]=[C:15]([C:19]([F:22])([F:21])[F:20])[CH:14]=2)[C:9]([OH:11])=[O:10])=[CH:4][CH:3]=1.O[CH2:24][CH2:25][NH:26][C:27](=[O:31])[O:28][CH2:29][CH3:30].N1C=CC=CC=1.CN(C(ON1N=NC2C=CC=NC1=2)=[N+](C)C)C.F[P-](F)(F)(F)(F)F, predict the reaction product. The product is: [Cl:1][C:2]1[CH:3]=[CH:4][C:5]([CH:8]([O:12][C:13]2[CH:18]=[CH:17][CH:16]=[C:15]([C:19]([F:20])([F:21])[F:22])[CH:14]=2)[C:9]([O:11][CH2:24][CH2:25][NH:26][C:27]([O:28][CH2:29][CH3:30])=[O:31])=[O:10])=[CH:6][CH:7]=1. (2) Given the reactants [Cl:1][C:2]1[CH:3]=[C:4]([C:9]2([C:26]([F:29])([F:28])[F:27])[O:13][N:12]=[C:11]([C:14]3[C:22]4[N:18]([CH:19]=[CH:20][CH:21]=4)[C:17]([C:23]([OH:25])=O)=[CH:16][CH:15]=3)[CH2:10]2)[CH:5]=[C:6]([Cl:8])[CH:7]=1.CN(C(ON1N=NC2C=CC=NC1=2)=[N+](C)C)C.F[P-](F)(F)(F)(F)F.CCN(CC)CC.Cl.[NH2:62][CH2:63][C:64]1[CH:65]=[CH:66][C:67]2[C:71]([CH3:73])([CH3:72])[O:70][B:69]([OH:74])[C:68]=2[CH:75]=1, predict the reaction product. The product is: [Cl:8][C:6]1[CH:5]=[C:4]([C:9]2([C:26]([F:28])([F:27])[F:29])[O:13][N:12]=[C:11]([C:14]3[C:22]4[N:18]([CH:19]=[CH:20][CH:21]=4)[C:17]([C:23]([NH:62][CH2:63][C:64]4[CH:65]=[CH:66][C:67]5[C:71]([CH3:73])([CH3:72])[O:70][B:69]([OH:74])[C:68]=5[CH:75]=4)=[O:25])=[CH:16][CH:15]=3)[CH2:10]2)[CH:3]=[C:2]([Cl:1])[CH:7]=1. (3) Given the reactants [O:1]=[C:2]([C:6]1[CH:11]=[CH:10][CH:9]=[CH:8][CH:7]=1)[CH2:3][C:4]#[N:5].N1C=CC=CC=1.[Br:18]Br, predict the reaction product. The product is: [Br:18][CH:3]([C:2](=[O:1])[C:6]1[CH:11]=[CH:10][CH:9]=[CH:8][CH:7]=1)[C:4]#[N:5]. (4) Given the reactants [CH3:1][O:2][CH:3]([O:29][CH3:30])[CH2:4][CH2:5][N:6]1[C:15]2[C:10](=[CH:11][CH:12]=[C:13]([O:16][CH3:17])[CH:14]=2)[N:9](C(OCC2C=CC=CC=2)=O)[CH2:8][C:7]1=[O:28], predict the reaction product. The product is: [CH3:30][O:29][CH:3]([O:2][CH3:1])[CH2:4][CH2:5][N:6]1[C:15]2[C:10](=[CH:11][CH:12]=[C:13]([O:16][CH3:17])[CH:14]=2)[NH:9][CH2:8][C:7]1=[O:28]. (5) Given the reactants [Br:1][C:2]1[N:3]=[C:4]([O:9][CH2:10][CH:11]2[CH2:13][CH2:12]2)[C:5]([NH2:8])=[N:6][CH:7]=1.[C:14](O[C:14]([O:16][C:17]([CH3:20])([CH3:19])[CH3:18])=[O:15])([O:16][C:17]([CH3:20])([CH3:19])[CH3:18])=[O:15], predict the reaction product. The product is: [C:17]([O:16][C:14]([N:8]([C:5]1[C:4]([O:9][CH2:10][CH:11]2[CH2:12][CH2:13]2)=[N:3][C:2]([Br:1])=[CH:7][N:6]=1)[C:14]([O:16][C:17]([CH3:20])([CH3:19])[CH3:18])=[O:15])=[O:15])([CH3:20])([CH3:19])[CH3:18]. (6) Given the reactants [Br:1]NC(=O)CCC(N)=O.[N+:10]([C:13]1[CH:21]=[C:20]2[C:16]([CH:17]=[CH:18][NH:19]2)=[CH:15][CH:14]=1)([O-:12])=[O:11], predict the reaction product. The product is: [Br:1][C:17]1[C:16]2[C:20](=[CH:21][C:13]([N+:10]([O-:12])=[O:11])=[CH:14][CH:15]=2)[NH:19][CH:18]=1.